Dataset: Catalyst prediction with 721,799 reactions and 888 catalyst types from USPTO. Task: Predict which catalyst facilitates the given reaction. (1) Reactant: C([C:3](=[CH:9][C:10]1[CH:15]=[CH:14][C:13]([O:16][CH3:17])=[C:12]([N+:18]([O-])=O)[CH:11]=1)[C:4]([O:6][CH2:7][CH3:8])=[O:5])C.[O:21]1CCC[CH2:22]1. Product: [NH2:18][C:12]1[CH:11]=[C:10]([CH2:9][CH:3]([O:21][CH3:22])[C:4]([O:6][CH2:7][CH3:8])=[O:5])[CH:15]=[CH:14][C:13]=1[O:16][CH3:17]. The catalyst class is: 63. (2) Reactant: [NH2:1][C:2]1[N:10]=[CH:9][N:8]=[C:7]2[C:3]=1[N:4]=[C:5]([C:14]#[C:15][C:16]1[CH:17]=[N:18][CH:19]=[CH:20][CH:21]=1)[N:6]2[CH2:11][CH2:12][OH:13]. Product: [NH2:1][C:2]1[N:10]=[CH:9][N:8]=[C:7]2[C:3]=1[N:4]=[C:5]([CH2:14][CH2:15][C:16]1[CH:17]=[N:18][CH:19]=[CH:20][CH:21]=1)[N:6]2[CH2:11][CH2:12][OH:13]. The catalyst class is: 94. (3) Reactant: [NH:1]1[CH:5]=[CH:4][N:3]=[CH:2]1.[Na].[C:7]([O:11][C:12](=[O:35])[N:13]([CH2:25][C:26]1[CH:34]=[CH:33][C:29]2[O:30][CH2:31][O:32][C:28]=2[CH:27]=1)[CH2:14][CH2:15][CH2:16][N:17]([C:19]1[S:23][N:22]=[C:21](Cl)[N:20]=1)[CH3:18])([CH3:10])([CH3:9])[CH3:8].C(O)(=O)CC(CC(O)=O)(C(O)=O)O. Product: [C:7]([O:11][C:12](=[O:35])[N:13]([CH2:25][C:26]1[CH:34]=[CH:33][C:29]2[O:30][CH2:31][O:32][C:28]=2[CH:27]=1)[CH2:14][CH2:15][CH2:16][N:17]([C:19]1[S:23][N:22]=[C:21]([N:1]2[CH:5]=[CH:4][N:3]=[CH:2]2)[N:20]=1)[CH3:18])([CH3:10])([CH3:8])[CH3:9]. The catalyst class is: 16. (4) Reactant: [CH:1]1([C:6]2[C:7]([OH:19])=[CH:8][C:9]([N+:16]([O-:18])=[O:17])=[C:10]([CH2:12][C:13]([OH:15])=[O:14])[CH:11]=2)[CH2:5][CH2:4][CH2:3][CH2:2]1.S(Cl)(Cl)=O.[CH3:24]O. Product: [CH:1]1([C:6]2[C:7]([OH:19])=[CH:8][C:9]([N+:16]([O-:18])=[O:17])=[C:10]([CH2:12][C:13]([O:15][CH3:24])=[O:14])[CH:11]=2)[CH2:5][CH2:4][CH2:3][CH2:2]1. The catalyst class is: 4.